The task is: Predict the reactants needed to synthesize the given product.. This data is from Full USPTO retrosynthesis dataset with 1.9M reactions from patents (1976-2016). Given the product [CH2:18]([O:20][C:21](=[O:22])[C:23]1[CH:24]=[CH:25][CH:26]=[C:27]([N:1]2[CH:5]=[C:4]([C:6]3[C:7]([C:12]4[CH:13]=[CH:14][CH:15]=[CH:16][CH:17]=4)=[N:8][O:9][C:10]=3[CH3:11])[N:3]=[CH:2]2)[CH:28]=1)[CH3:19], predict the reactants needed to synthesize it. The reactants are: [NH:1]1[CH:5]=[C:4]([C:6]2[C:7]([C:12]3[CH:17]=[CH:16][CH:15]=[CH:14][CH:13]=3)=[N:8][O:9][C:10]=2[CH3:11])[N:3]=[CH:2]1.[CH2:18]([O:20][C:21]([C:23]1[CH:24]=[C:25](B(O)O)[CH:26]=[CH:27][CH:28]=1)=[O:22])[CH3:19].